This data is from Reaction yield outcomes from USPTO patents with 853,638 reactions. The task is: Predict the reaction yield, written as a fraction of the theoretical maximum amount of product (1.0 means a 100% yield; for example, 0.34 means a 34% yield). (1) The catalyst is C1(C)C=CC=CC=1. The yield is 0.760. The reactants are [F:1][C:2]1[CH:7]=[CH:6][C:5](/[CH:8]=[CH:9]/[C:10]([OH:12])=[O:11])=[CH:4][CH:3]=1.[CH2:13]=[CH:14][CH:15]=[CH2:16].C1(C=CC(O)=CC=1)O. The product is [F:1][C:2]1[CH:3]=[CH:4][C:5]([C@@H:8]2[CH2:16][CH:15]=[CH:14][CH2:13][C@H:9]2[C:10]([OH:12])=[O:11])=[CH:6][CH:7]=1. (2) The reactants are [Cl:1][C:2]1[CH:3]=[C:4]([CH:9]([C:22]([F:25])([F:24])[F:23])/[CH:10]=[CH:11]/[C:12]2[CH:20]=[CH:19][C:15]([C:16]([OH:18])=O)=[C:14]([CH3:21])[CH:13]=2)[CH:5]=[C:6]([Cl:8])[CH:7]=1.[F:26][C:27]([F:31])([F:30])[CH2:28][NH2:29].C1C=CC2N(O)N=NC=2C=1.CCN=C=NCCCN(C)C.Cl.CCN(C(C)C)C(C)C. The catalyst is CN(C=O)C.O. The product is [Cl:8][C:6]1[CH:5]=[C:4]([CH:9]([C:22]([F:25])([F:24])[F:23])/[CH:10]=[CH:11]/[C:12]2[CH:20]=[CH:19][C:15]([C:16]([NH:29][CH2:28][C:27]([F:31])([F:30])[F:26])=[O:18])=[C:14]([CH3:21])[CH:13]=2)[CH:3]=[C:2]([Cl:1])[CH:7]=1. The yield is 0.500. (3) The product is [CH3:1][C:2]1[C:6]([CH:7]([OH:21])[CH2:8][O:9][C:10]2[CH:15]=[CH:14][C:13]([CH2:16][C:17]([O:19][CH3:20])=[O:18])=[CH:12][CH:11]=2)=[C:5]([CH3:22])[O:4][N:3]=1. The yield is 0.790. The catalyst is CO. The reactants are [CH3:1][C:2]1[C:6]([C:7](=[O:21])[CH2:8][O:9][C:10]2[CH:15]=[CH:14][C:13]([CH2:16][C:17]([O:19][CH3:20])=[O:18])=[CH:12][CH:11]=2)=[C:5]([CH3:22])[O:4][N:3]=1.[BH4-].[Na+].